The task is: Predict the reactants needed to synthesize the given product.. This data is from Full USPTO retrosynthesis dataset with 1.9M reactions from patents (1976-2016). (1) Given the product [Si:5]([O:12][C@@H:13]([C:25]1[CH:30]=[CH:29][C:28]([C:31]([F:32])([F:33])[F:34])=[CH:27][CH:26]=1)[C@H:14]1[CH2:15][O:16][S:1](=[O:2])[N:17]1[C:18]([O:19][C:20]([CH3:23])([CH3:22])[CH3:21])=[O:24])([C:8]([CH3:9])([CH3:10])[CH3:11])([CH3:7])[CH3:6], predict the reactants needed to synthesize it. The reactants are: [S:1](Cl)(Cl)=[O:2].[Si:5]([O:12][C@@H:13]([C:25]1[CH:30]=[CH:29][C:28]([C:31]([F:34])([F:33])[F:32])=[CH:27][CH:26]=1)[C@H:14]([NH:17][C:18](=[O:24])[O:19][C:20]([CH3:23])([CH3:22])[CH3:21])[CH2:15][OH:16])([C:8]([CH3:11])([CH3:10])[CH3:9])([CH3:7])[CH3:6].N1C=CC=CC=1. (2) The reactants are: Cl.[OH:2][CH:3]([CH2:7][C:8]1[CH:13]=[CH:12][CH:11]=[CH:10][CH:9]=1)[C:4]([OH:6])=[O:5].[CH3:14]O. Given the product [CH3:14][O:5][C:4](=[O:6])[CH:3]([OH:2])[CH2:7][C:8]1[CH:13]=[CH:12][CH:11]=[CH:10][CH:9]=1, predict the reactants needed to synthesize it. (3) Given the product [Br:2][C:3]1[N:7]([CH2:8][CH3:9])[C:6]([CH2:10][N:30]2[CH:29]=[CH:28][N:27]=[C:26]2[C:22]2[CH:23]=[CH:24][CH:25]=[C:20]([F:19])[N:21]=2)=[N:5][C:4]=1[CH3:12], predict the reactants needed to synthesize it. The reactants are: Cl.[Br:2][C:3]1[N:7]([CH2:8][CH3:9])[C:6]([CH2:10]Cl)=[N:5][C:4]=1[CH3:12].C([O-])([O-])=O.[K+].[K+].[F:19][C:20]1[CH:25]=[CH:24][CH:23]=[C:22]([C:26]2[NH:27][CH:28]=[CH:29][N:30]=2)[N:21]=1.O. (4) Given the product [F:8][C:9]1[CH:14]=[CH:13][CH:12]=[CH:11][C:10]=1[C:15]1[N:16]=[N:17][N:18]2[C:27]3[C:22](=[CH:23][CH:24]=[CH:25][CH:26]=3)[C:21]([O:28][S:35]([C:32]3[CH:33]=[CH:34][C:29]([CH3:39])=[CH:30][CH:31]=3)(=[O:37])=[O:36])=[N:20][C:19]=12, predict the reactants needed to synthesize it. The reactants are: C(N(CC)CC)C.[F:8][C:9]1[CH:14]=[CH:13][CH:12]=[CH:11][C:10]=1[C:15]1[N:16]=[N:17][N:18]2[C:27]3[C:22](=[CH:23][CH:24]=[CH:25][CH:26]=3)[C:21](=[O:28])[NH:20][C:19]=12.[C:29]1([CH3:39])[CH:34]=[CH:33][C:32]([S:35](Cl)(=[O:37])=[O:36])=[CH:31][CH:30]=1. (5) Given the product [NH2:1][C:2]1[N:3]=[C:4]([NH:17][C:18]2[CH:23]=[CH:22][C:21]([S:24]([NH:32][CH2:31][CH2:30][N:29]([CH3:33])[CH3:28])(=[O:26])=[O:25])=[CH:20][CH:19]=2)[S:5][C:6]=1[C:7](=[O:16])[C:8]1[C:13]([F:14])=[CH:12][CH:11]=[CH:10][C:9]=1[F:15], predict the reactants needed to synthesize it. The reactants are: [NH2:1][C:2]1[N:3]=[C:4]([NH:17][C:18]2[CH:23]=[CH:22][C:21]([S:24](F)(=[O:26])=[O:25])=[CH:20][CH:19]=2)[S:5][C:6]=1[C:7](=[O:16])[C:8]1[C:13]([F:14])=[CH:12][CH:11]=[CH:10][C:9]=1[F:15].[CH3:28][N:29]([CH3:33])[CH2:30][CH2:31][NH2:32]. (6) Given the product [Br:1][C:2]1[C:3]([O:10][CH2:11][CH:12]([CH3:14])[CH3:13])=[CH:4][C:5]([CH2:9][OH:17])=[N:6][CH:7]=1, predict the reactants needed to synthesize it. The reactants are: [Br:1][C:2]1[C:3]([O:10][CH2:11][CH:12]([CH3:14])[CH3:13])=[CH:4][C:5]([CH3:9])=[N+:6]([O-])[CH:7]=1.C(OC(=O)C)(=[O:17])C.